From a dataset of Buchwald-Hartwig C-N cross coupling reaction yields with 55,370 reactions. Predict the reaction yield, written as a fraction of the theoretical maximum amount of product (1.0 means a 100% yield; for example, 0.34 means a 34% yield). (1) The reactants are COc1ccc(Cl)cc1.Cc1ccc(N)cc1.O=S(=O)(O[Pd]1c2ccccc2-c2ccccc2N~1)C(F)(F)F.COc1ccc(OC)c(P(C(C)(C)C)C(C)(C)C)c1-c1c(C(C)C)cc(C(C)C)cc1C(C)C.CN(C)C(=NC(C)(C)C)N(C)C.CCOC(=O)c1ccon1. The product is COc1ccc(Nc2ccc(C)cc2)cc1. No catalyst specified. The yield is 0.00439. (2) The reactants are Brc1ccccn1.Cc1ccc(N)cc1.O=S(=O)(O[Pd]1c2ccccc2-c2ccccc2N~1)C(F)(F)F.CC(C)c1cc(C(C)C)c(-c2ccccc2P(C(C)(C)C)C(C)(C)C)c(C(C)C)c1.CCN=P(N=P(N(C)C)(N(C)C)N(C)C)(N(C)C)N(C)C.Cc1cc(-c2ccccc2)on1. No catalyst specified. The product is Cc1ccc(Nc2ccccn2)cc1. The yield is 0.557. (3) The reactants are COc1ccc(Br)cc1.Cc1ccc(N)cc1.O=S(=O)(O[Pd]1c2ccccc2-c2ccccc2N~1)C(F)(F)F.CC(C)c1cc(C(C)C)c(-c2ccccc2P(C2CCCCC2)C2CCCCC2)c(C(C)C)c1.CCN=P(N=P(N(C)C)(N(C)C)N(C)C)(N(C)C)N(C)C.c1ccc(-c2ccon2)cc1. No catalyst specified. The product is COc1ccc(Nc2ccc(C)cc2)cc1. The yield is 0.111.